Task: Predict which catalyst facilitates the given reaction.. Dataset: Catalyst prediction with 721,799 reactions and 888 catalyst types from USPTO (1) The catalyst class is: 13. Reactant: [CH3:1][NH:2][CH2:3][CH2:4][C@H:5]([O:11][C:12]1[CH:13]=[CH:14][CH:15]=[C:16]2[CH:21]=[CH:20][CH:19]=[CH:18][C:17]=12)[C:6]1[S:10][CH:9]=[CH:8][CH:7]=1.[ClH:22].C(OCC)(=O)C. Product: [CH3:1][NH:2][CH2:3][CH2:4][C@H:5]([O:11][C:12]1[CH:13]=[CH:14][CH:15]=[C:16]2[CH:21]=[CH:20][CH:19]=[CH:18][C:17]=12)[C:6]1[S:10][CH:9]=[CH:8][CH:7]=1.[ClH:22]. (2) Reactant: [CH2:1]([N:4]([CH2:9][CH2:10][CH3:11])[CH2:5][C@H:6]([NH2:8])[CH3:7])[CH2:2][CH3:3].[Br:12][C:13]1[CH:21]=[CH:20][C:16]([C:17](O)=[O:18])=[CH:15][CH:14]=1.CN(C(ON1N=NC2C=CC=NC1=2)=[N+](C)C)C.F[P-](F)(F)(F)(F)F.CCN(C(C)C)C(C)C. Product: [Br:12][C:13]1[CH:21]=[CH:20][C:16]([C:17]([NH:8][C@H:6]([CH3:7])[CH2:5][N:4]([CH2:1][CH2:2][CH3:3])[CH2:9][CH2:10][CH3:11])=[O:18])=[CH:15][CH:14]=1. The catalyst class is: 31. (3) Reactant: [Cl:1][C:2]1[CH:7]=[C:6]([I:8])[CH:5]=[C:4]([Cl:9])[C:3]=1[C:10]1[S:11][C:12]2[CH:13]=[N+:14]([O-])[CH:15]=[C:16]([F:19])[C:17]=2[N:18]=1.P(Cl)(Cl)([Cl:23])=O.C(=O)(O)[O-].[Na+]. The catalyst class is: 26. Product: [Cl:23][C:13]1[C:12]2[S:11][C:10]([C:3]3[C:2]([Cl:1])=[CH:7][C:6]([I:8])=[CH:5][C:4]=3[Cl:9])=[N:18][C:17]=2[C:16]([F:19])=[CH:15][N:14]=1. (4) Reactant: [CH3:1][O:2][N:3]=[CH:4][C:5]1[CH:10]=[CH:9][C:8]([Cl:11])=[CH:7][C:6]=1[Cl:12].C([BH3-])#N.[Na+]. Product: [Cl:12][C:6]1[CH:7]=[C:8]([Cl:11])[CH:9]=[CH:10][C:5]=1[CH2:4][NH:3][O:2][CH3:1]. The catalyst class is: 15. (5) Reactant: [H-].[Na+].[NH:3]1[CH2:7][CH2:6][CH2:5][C:4]1=[O:8].[Cl:9][C:10]1[C:15](Cl)=[N:14][CH:13]=[CH:12][N:11]=1. Product: [Cl:9][C:10]1[C:15]([N:3]2[CH2:7][CH2:6][CH2:5][C:4]2=[O:8])=[N:14][CH:13]=[CH:12][N:11]=1. The catalyst class is: 9. (6) Reactant: [F:1][C:2]([F:41])([F:40])[C@H:3]([N:27]1[CH2:31][CH2:30][C@H:29]([NH:32]C(=O)OC(C)(C)C)[CH2:28]1)[C:4]1[CH:5]=[CH:6][C:7]2[N:8]([C:10]([C:13]3[CH:22]=[CH:21][C:20]4[C:15](=[C:16]([O:23][CH2:24][CH2:25][OH:26])[CH:17]=[CH:18][CH:19]=4)[N:14]=3)=[N:11][N:12]=2)[CH:9]=1.[ClH:42]. Product: [ClH:42].[ClH:42].[NH2:32][C@H:29]1[CH2:30][CH2:31][N:27]([C@H:3]([C:4]2[CH:5]=[CH:6][C:7]3[N:8]([C:10]([C:13]4[CH:22]=[CH:21][C:20]5[C:15](=[C:16]([O:23][CH2:24][CH2:25][OH:26])[CH:17]=[CH:18][CH:19]=5)[N:14]=4)=[N:11][N:12]=3)[CH:9]=2)[C:2]([F:40])([F:41])[F:1])[CH2:28]1. The catalyst class is: 4. (7) Reactant: [CH3:1][C:2]1[CH:6]=[C:5]([N:7]2[CH2:11][CH2:10][N:9]([CH2:12][CH2:13][O:14]S(C3C=CC(C)=CC=3)(=O)=O)[C:8]2=[O:25])[S:4][C:3]=1[C:26]([O:28][CH2:29][CH3:30])=[O:27].[C:31]1(O)[CH:36]=[CH:35][CH:34]=[CH:33][CH:32]=1.C(=O)([O-])[O-].[K+].[K+]. Product: [CH3:1][C:2]1[CH:6]=[C:5]([N:7]2[CH2:11][CH2:10][N:9]([CH2:12][CH2:13][O:14][C:31]3[CH:36]=[CH:35][CH:34]=[CH:33][CH:32]=3)[C:8]2=[O:25])[S:4][C:3]=1[C:26]([O:28][CH2:29][CH3:30])=[O:27]. The catalyst class is: 9. (8) Reactant: [NH2:1][C:2]1[C:7]([C:8]#[N:9])=[C:6]([NH:10][C@H:11]([C:13]2[N:17]([CH3:18])[C:16]3[C:19](Br)=[CH:20][CH:21]=[CH:22][C:15]=3[N:14]=2)[CH3:12])[N:5]=[CH:4][N:3]=1.[C:24]([C:26]1[CH:31]=[CH:30][C:29](B(O)O)=[CH:28][CH:27]=1)#[N:25].C([O-])([O-])=O.[Cs+].[Cs+]. Product: [NH2:1][C:2]1[C:7]([C:8]#[N:9])=[C:6]([NH:10][C@H:11]([C:13]2[N:17]([CH3:18])[C:16]3[C:19]([C:29]4[CH:30]=[CH:31][C:26]([C:24]#[N:25])=[CH:27][CH:28]=4)=[CH:20][CH:21]=[CH:22][C:15]=3[N:14]=2)[CH3:12])[N:5]=[CH:4][N:3]=1. The catalyst class is: 70.